This data is from NCI-60 drug combinations with 297,098 pairs across 59 cell lines. The task is: Regression. Given two drug SMILES strings and cell line genomic features, predict the synergy score measuring deviation from expected non-interaction effect. (1) Drug 1: C1C(C(OC1N2C=NC3=C(N=C(N=C32)Cl)N)CO)O. Drug 2: CC12CCC3C(C1CCC2OP(=O)(O)O)CCC4=C3C=CC(=C4)OC(=O)N(CCCl)CCCl.[Na+]. Cell line: SNB-75. Synergy scores: CSS=7.97, Synergy_ZIP=-5.33, Synergy_Bliss=-5.46, Synergy_Loewe=-42.5, Synergy_HSA=-5.82. (2) Drug 1: CNC(=O)C1=CC=CC=C1SC2=CC3=C(C=C2)C(=NN3)C=CC4=CC=CC=N4. Drug 2: COCCOC1=C(C=C2C(=C1)C(=NC=N2)NC3=CC=CC(=C3)C#C)OCCOC.Cl. Cell line: EKVX. Synergy scores: CSS=15.8, Synergy_ZIP=-2.84, Synergy_Bliss=7.16, Synergy_Loewe=6.60, Synergy_HSA=8.63. (3) Drug 1: CC12CCC3C(C1CCC2=O)CC(=C)C4=CC(=O)C=CC34C. Drug 2: CC12CCC3C(C1CCC2O)C(CC4=C3C=CC(=C4)O)CCCCCCCCCS(=O)CCCC(C(F)(F)F)(F)F. Cell line: HS 578T. Synergy scores: CSS=51.2, Synergy_ZIP=-0.651, Synergy_Bliss=-4.06, Synergy_Loewe=-1.45, Synergy_HSA=-2.99. (4) Drug 1: CC1OCC2C(O1)C(C(C(O2)OC3C4COC(=O)C4C(C5=CC6=C(C=C35)OCO6)C7=CC(=C(C(=C7)OC)O)OC)O)O. Drug 2: CC1=CC=C(C=C1)C2=CC(=NN2C3=CC=C(C=C3)S(=O)(=O)N)C(F)(F)F. Cell line: 786-0. Synergy scores: CSS=33.8, Synergy_ZIP=5.47, Synergy_Bliss=4.71, Synergy_Loewe=7.19, Synergy_HSA=7.37. (5) Drug 1: CC1C(C(=O)NC(C(=O)N2CCCC2C(=O)N(CC(=O)N(C(C(=O)O1)C(C)C)C)C)C(C)C)NC(=O)C3=C4C(=C(C=C3)C)OC5=C(C(=O)C(=C(C5=N4)C(=O)NC6C(OC(=O)C(N(C(=O)CN(C(=O)C7CCCN7C(=O)C(NC6=O)C(C)C)C)C)C(C)C)C)N)C. Drug 2: CC(C)CN1C=NC2=C1C3=CC=CC=C3N=C2N. Cell line: UO-31. Synergy scores: CSS=-0.966, Synergy_ZIP=0.766, Synergy_Bliss=1.03, Synergy_Loewe=-2.92, Synergy_HSA=-2.92.